Dataset: Forward reaction prediction with 1.9M reactions from USPTO patents (1976-2016). Task: Predict the product of the given reaction. (1) Given the reactants [CH3:1][O:2][C:3]1[CH:8]=[CH:7][C:6]([C:9]2[C:17]3[C:12](=[N:13][C:14]([NH2:18])=[N:15][CH:16]=3)[N:11]([CH3:19])[N:10]=2)=[CH:5][C:4]=1[C:20]([F:23])([F:22])[F:21].[Cl:24]N1C(=O)N(Cl)C(=O)N(Cl)C1=O, predict the reaction product. The product is: [Cl:24][C:8]1[CH:7]=[C:6]([C:9]2[C:17]3[C:12](=[N:13][C:14]([NH2:18])=[N:15][CH:16]=3)[N:11]([CH3:19])[N:10]=2)[CH:5]=[C:4]([C:20]([F:21])([F:23])[F:22])[C:3]=1[O:2][CH3:1]. (2) Given the reactants [CH3:1][O:2][C:3]1[C:8]([C:9]2[CH:14]=[CH:13][C:12]([S:15](=[O:18])(=[O:17])[NH2:16])=[CH:11][CH:10]=2)=[CH:7][C:6]([C:19]2[S:23][C:22]([C:24]([O:26]C)=[O:25])=[C:21]([CH3:28])[C:20]=2[CH3:29])=[CH:5][CH:4]=1.[OH-].[Na+], predict the reaction product. The product is: [CH3:1][O:2][C:3]1[C:8]([C:9]2[CH:14]=[CH:13][C:12]([S:15](=[O:18])(=[O:17])[NH2:16])=[CH:11][CH:10]=2)=[CH:7][C:6]([C:19]2[S:23][C:22]([C:24]([OH:26])=[O:25])=[C:21]([CH3:28])[C:20]=2[CH3:29])=[CH:5][CH:4]=1. (3) Given the reactants Cl[C:2]1[CH:3]=[CH:4][C:5]2[N:6]([C:8]([C:16]3[CH:21]=[CH:20][N:19]=[CH:18][CH:17]=3)=[C:9]([C:11]3[S:12][CH:13]=[CH:14][CH:15]=3)[N:10]=2)[N:7]=1.[CH3:22][C:23]([OH:32])([CH3:31])[CH2:24][N:25]1[CH2:30][CH2:29][NH:28][CH2:27][CH2:26]1.C(N(C(C)C)CC)(C)C.Cl, predict the reaction product. The product is: [CH3:31][C:23]([OH:32])([CH3:22])[CH2:24][N:25]1[CH2:26][CH2:27][N:28]([C:2]2[CH:3]=[CH:4][C:5]3[N:6]([C:8]([C:16]4[CH:21]=[CH:20][N:19]=[CH:18][CH:17]=4)=[C:9]([C:11]4[S:12][CH:13]=[CH:14][CH:15]=4)[N:10]=3)[N:7]=2)[CH2:29][CH2:30]1. (4) Given the reactants [F:1][C:2]1[C:3]([C:8]2[CH2:9][CH2:10][N:11]([C:14]([C:16]3[N:17]=[C:18]4[C:23]([C:24]([F:27])([F:26])[F:25])=[CH:22][C:21]([C:28]5[CH:32]=[CH:31][O:30][CH:29]=5)=[CH:20][N:19]4[C:33]=3[CH2:34][OH:35])=[O:15])[CH2:12][CH:13]=2)=[N:4][CH:5]=[CH:6][CH:7]=1.[CH3:36][Mg]Br, predict the reaction product. The product is: [F:1][C:2]1[C:3]([C:8]2[CH2:13][CH2:12][N:11]([C:14]([C:16]3[N:17]=[C:18]4[C:23]([C:24]([F:27])([F:25])[F:26])=[CH:22][C:21]([C:28]5[CH:32]=[CH:31][O:30][CH:29]=5)=[CH:20][N:19]4[C:33]=3[CH:34]([OH:35])[CH3:36])=[O:15])[CH2:10][CH:9]=2)=[N:4][CH:5]=[CH:6][CH:7]=1. (5) Given the reactants [O:1]=[C:2]1[NH:7][C:6]2[CH:8]=[C:9]([C:11]3[CH:16]=[CH:15][CH:14]=[CH:13][CH:12]=3)[S:10][C:5]=2[C:4](=[O:17])[N:3]1[CH:18]1[CH2:23][CH2:22][N:21]([C:24]([O:26][C:27]([CH3:30])([CH3:29])[CH3:28])=[O:25])[CH2:20][CH2:19]1.Cl[CH2:32][C:33]1[CH:34]=[N:35][N:36]([CH2:38][CH3:39])[CH:37]=1.C(=O)([O-])[O-].[K+].[K+], predict the reaction product. The product is: [CH2:38]([N:36]1[CH:37]=[C:33]([CH2:32][N:7]2[C:6]3[CH:8]=[C:9]([C:11]4[CH:16]=[CH:15][CH:14]=[CH:13][CH:12]=4)[S:10][C:5]=3[C:4](=[O:17])[N:3]([CH:18]3[CH2:23][CH2:22][N:21]([C:24]([O:26][C:27]([CH3:30])([CH3:29])[CH3:28])=[O:25])[CH2:20][CH2:19]3)[C:2]2=[O:1])[CH:34]=[N:35]1)[CH3:39].